Dataset: Reaction yield outcomes from USPTO patents with 853,638 reactions. Task: Predict the reaction yield, written as a fraction of the theoretical maximum amount of product (1.0 means a 100% yield; for example, 0.34 means a 34% yield). The reactants are C1(P(C2C=CC=CC=2)C2C=CC=CC=2)C=CC=CC=1.CCOC(/N=N/C(OCC)=O)=O.[C:32]1(=[O:42])[NH:36][C:35](=[O:37])[C:34]2=[CH:38][CH:39]=[CH:40][CH:41]=[C:33]12.[CH2:43]([N:50]1[CH2:57][CH:56]2[CH:52]([CH2:53][C:54]([F:59])([F:58])[CH2:55]2)[CH:51]1[CH2:60]O)[C:44]1[CH:49]=[CH:48][CH:47]=[CH:46][CH:45]=1. The catalyst is C1COCC1.C1(C)C=CC=CC=1.CC(=O)OCC.CCCCCCC.CC(=O)OCC. The product is [CH2:43]([N:50]1[CH2:57][C@H:56]2[C@H:52]([CH2:53][C:54]([F:59])([F:58])[CH2:55]2)[C@H:51]1[CH2:60][N:36]1[C:32](=[O:42])[C:33]2[C:34](=[CH:38][CH:39]=[CH:40][CH:41]=2)[C:35]1=[O:37])[C:44]1[CH:45]=[CH:46][CH:47]=[CH:48][CH:49]=1. The yield is 0.640.